This data is from Catalyst prediction with 721,799 reactions and 888 catalyst types from USPTO. The task is: Predict which catalyst facilitates the given reaction. (1) Reactant: [NH2:1][C:2]1[CH:11]=[C:10]2[C:5]([CH2:6][CH2:7][CH2:8][N:9]2[CH2:12][CH2:13][N:14]([CH3:16])[CH3:15])=[CH:4][CH:3]=1.[C:17]1([C:26]2[CH:31]=[CH:30][CH:29]=[CH:28][CH:27]=2)[CH:22]=[CH:21][C:20]([C:23](O)=[O:24])=[CH:19][CH:18]=1.Cl.CN(C)CCCN=C=NCC. Product: [CH3:15][N:14]([CH3:16])[CH2:13][CH2:12][N:9]1[C:10]2[C:5](=[CH:4][CH:3]=[C:2]([NH:1][C:23]([C:20]3[CH:21]=[CH:22][C:17]([C:26]4[CH:27]=[CH:28][CH:29]=[CH:30][CH:31]=4)=[CH:18][CH:19]=3)=[O:24])[CH:11]=2)[CH2:6][CH2:7][CH2:8]1. The catalyst class is: 172. (2) Reactant: [CH:1]1([N:7]2[CH2:11][CH2:10][CH:9]([CH2:12][C:13]3[CH:18]=[CH:17][CH:16]=[C:15]([O:19]C)[CH:14]=3)[C:8]2=[O:21])[CH2:6][CH2:5][CH2:4][CH2:3][CH2:2]1.CC(=CC)C.CO.C(=O)(O)[O-].[Na+]. Product: [CH:1]1([N:7]2[CH2:11][CH2:10][CH:9]([CH2:12][C:13]3[CH:18]=[CH:17][CH:16]=[C:15]([OH:19])[CH:14]=3)[C:8]2=[O:21])[CH2:2][CH2:3][CH2:4][CH2:5][CH2:6]1. The catalyst class is: 2.